From a dataset of Peptide-MHC class I binding affinity with 185,985 pairs from IEDB/IMGT. Regression. Given a peptide amino acid sequence and an MHC pseudo amino acid sequence, predict their binding affinity value. This is MHC class I binding data. (1) The peptide sequence is YLPTQQDVL. The MHC is HLA-A30:02 with pseudo-sequence HLA-A30:02. The binding affinity (normalized) is 0. (2) The peptide sequence is KRGIDKAAK. The MHC is Mamu-B08 with pseudo-sequence Mamu-B08. The binding affinity (normalized) is 0.285. (3) The peptide sequence is AINKCVDIFT. The MHC is HLA-A02:03 with pseudo-sequence HLA-A02:03. The binding affinity (normalized) is 0.0591.